This data is from Reaction yield outcomes from USPTO patents with 853,638 reactions. The task is: Predict the reaction yield, written as a fraction of the theoretical maximum amount of product (1.0 means a 100% yield; for example, 0.34 means a 34% yield). (1) The reactants are [Br:1][C:2]1[C:3]([F:9])=[N:4][CH:5]=[CH:6][C:7]=1I.C([Mg]Cl)(C)C.C(OCC)C.[CH:20]1([NH:25][C:26]2[C:31](I)=[CH:30][N:29]=[C:28]([NH2:33])[N:27]=2)[CH2:24][CH2:23][CH2:22][CH2:21]1. The catalyst is CC(O)C.C(=O)=O.C(Cl)Cl.[Cl-].[Zn+2].[Cl-].C1C=CC([P]([Pd]([P](C2C=CC=CC=2)(C2C=CC=CC=2)C2C=CC=CC=2)([P](C2C=CC=CC=2)(C2C=CC=CC=2)C2C=CC=CC=2)[P](C2C=CC=CC=2)(C2C=CC=CC=2)C2C=CC=CC=2)(C2C=CC=CC=2)C2C=CC=CC=2)=CC=1.C1COCC1. The product is [Br:1][C:2]1[C:3]([F:9])=[N:4][CH:5]=[CH:6][C:7]=1[C:31]1[C:26]([NH:25][CH:20]2[CH2:24][CH2:23][CH2:22][CH2:21]2)=[N:27][C:28]([NH2:33])=[N:29][CH:30]=1. The yield is 0.816. (2) The reactants are [CH2:1]([C:4]1([CH2:29][CH:30]=[CH2:31])[N:13]2[CH2:14][CH2:15][C:16]3[C:21]([C:12]2=[CH:11][C:10]2[CH:9]=[CH:8][C:7]([O:25][CH3:26])=[C:6]([O:27][CH3:28])[C:5]1=2)=[CH:20][C:19]1[O:22][CH2:23][O:24][C:18]=1[CH:17]=3)[CH:2]=[CH2:3].[BH4-].[Na+]. The catalyst is CO. The product is [CH2:29]([C:4]1([CH2:1][CH:2]=[CH2:3])[N:13]2[CH2:14][CH2:15][C:16]3[C:21]([CH:12]2[CH2:11][C:10]2[CH:9]=[CH:8][C:7]([O:25][CH3:26])=[C:6]([O:27][CH3:28])[C:5]1=2)=[CH:20][C:19]1[O:22][CH2:23][O:24][C:18]=1[CH:17]=3)[CH:30]=[CH2:31]. The yield is 0.640. (3) The reactants are [O:1]1[C:5]2[CH:6]=[CH:7][CH:8]=[CH:9][C:4]=2[CH:3]=[C:2]1[C:10]1[C:18]2[C:13](=[CH:14][CH:15]=[C:16]([C:19]([OH:21])=O)[CH:17]=2)[N:12](C2CCCCO2)[N:11]=1.F[P-](F)(F)(F)(F)F.[N:35]1(OC(N(C)C)=[N+](C)C)[C:39]2C=CC=CC=2N=N1.CN. No catalyst specified. The product is [O:1]1[C:5]2[CH:6]=[CH:7][CH:8]=[CH:9][C:4]=2[CH:3]=[C:2]1[C:10]1[C:18]2[C:13](=[CH:14][CH:15]=[C:16]([C:19]([NH:35][CH3:39])=[O:21])[CH:17]=2)[NH:12][N:11]=1. The yield is 0.0600. (4) The reactants are [OH:1][C@@:2]1([C:9]#[C:10][C:11]2[CH:12]=[C:13]([C:17]3[N:18]=[C:19]([C:26]([O-:28])=O)[C:20]4[S:25][CH:24]=[CH:23][C:21]=4[N:22]=3)[CH:14]=[CH:15][CH:16]=2)[CH2:6][CH2:5][N:4]([CH3:7])[C:3]1=[O:8].[NH3:29]. The catalyst is CO. The product is [OH:1][C@@:2]1([C:9]#[C:10][C:11]2[CH:12]=[C:13]([C:17]3[N:18]=[C:19]([C:26]([NH2:29])=[O:28])[C:20]4[S:25][CH:24]=[CH:23][C:21]=4[N:22]=3)[CH:14]=[CH:15][CH:16]=2)[CH2:6][CH2:5][N:4]([CH3:7])[C:3]1=[O:8]. The yield is 0.470. (5) The yield is 0.800. The catalyst is CC(C)=O. The product is [CH3:14][O:13][C:10]1[C:11]2[O:12][CH2:15][O:1][C:2]=2[CH:3]=[C:4]([C:5]([O:7][CH3:8])=[O:6])[CH:9]=1. The reactants are [OH:1][C:2]1[CH:3]=[C:4]([CH:9]=[C:10]([O:13][CH3:14])[C:11]=1[OH:12])[C:5]([O:7][CH3:8])=[O:6].[C:15]([O-])([O-])=O.[K+].[K+]. (6) The reactants are Cl[C:2]1[N:7]=[C:6]([C:8]2[S:12][C:11]([N:13]([CH2:18]C)[CH2:14][CH2:15][O:16][CH3:17])=[N:10][C:9]=2[C:20]2[C:21]([F:36])=[C:22]([NH:26][S:27]([CH:30]3[CH2:35][CH2:34][CH2:33][CH2:32][CH2:31]3)(=[O:29])=[O:28])[CH:23]=[CH:24][CH:25]=2)[CH:5]=[CH:4][N:3]=1.[NH4+:37].[OH-]. The catalyst is O.Cl.C(Cl)Cl. The product is [NH2:37][C:2]1[N:7]=[C:6]([C:8]2[S:12][C:11]([N:13]3[CH2:18][CH2:17][O:16][CH2:15][CH2:14]3)=[N:10][C:9]=2[C:20]2[C:21]([F:36])=[C:22]([NH:26][S:27]([CH:30]3[CH2:35][CH2:34][CH2:33][CH2:32][CH2:31]3)(=[O:28])=[O:29])[CH:23]=[CH:24][CH:25]=2)[CH:5]=[CH:4][N:3]=1. The yield is 0.410. (7) The reactants are O[CH2:2][CH2:3][NH:4][C@:5]12[CH2:40][CH2:39][C@@H:38]([C:41]([CH3:43])=[CH2:42])[C@@H:6]1[C@@H:7]1[C@@:20]([CH3:23])([CH2:21][CH2:22]2)[C@@:19]2([CH3:24])[C@@H:10]([C@:11]3([CH3:37])[C@@H:16]([CH2:17][CH2:18]2)[C:15]([CH3:26])([CH3:25])[C:14]([C:27]2[CH:36]=[CH:35][C:30]([C:31]([O:33][CH3:34])=[O:32])=[CH:29][CH:28]=2)=[CH:13][CH2:12]3)[CH2:9][CH2:8]1.S(Cl)([Cl:46])=O. The catalyst is ClC(Cl)C. The product is [Cl:46][CH2:2][CH2:3][NH:4][C@:5]12[CH2:40][CH2:39][C@@H:38]([C:41]([CH3:43])=[CH2:42])[C@@H:6]1[C@@H:7]1[C@@:20]([CH3:23])([CH2:21][CH2:22]2)[C@@:19]2([CH3:24])[C@@H:10]([C@:11]3([CH3:37])[C@@H:16]([CH2:17][CH2:18]2)[C:15]([CH3:26])([CH3:25])[C:14]([C:27]2[CH:36]=[CH:35][C:30]([C:31]([O:33][CH3:34])=[O:32])=[CH:29][CH:28]=2)=[CH:13][CH2:12]3)[CH2:9][CH2:8]1. The yield is 0.900. (8) The reactants are [OH:1][C:2]1[CH:7]=[CH:6][C:5]([C:8]2[CH:17]=[C:16]3[C:11]([CH:12]=[CH:13][CH:14]=[N:15]3)=[C:10]([O:18][CH2:19][C@@H:20]3[O:24][C:23](=[O:25])[NH:22][CH2:21]3)[CH:9]=2)=[CH:4][C:3]=1[O:26][CH3:27].I[CH:29]([CH3:31])[CH3:30].C(=O)([O-])[O-].[K+].[K+].CCOC(C)=O. The catalyst is CN(C=O)C. The product is [CH:29]([O:1][C:2]1[CH:7]=[CH:6][C:5]([C:8]2[CH:17]=[C:16]3[C:11]([CH:12]=[CH:13][CH:14]=[N:15]3)=[C:10]([O:18][CH2:19][C@@H:20]3[O:24][C:23](=[O:25])[NH:22][CH2:21]3)[CH:9]=2)=[CH:4][C:3]=1[O:26][CH3:27])([CH3:31])[CH3:30]. The yield is 0.850. (9) The reactants are [CH:1]([S:4]([C:7]1[CH:12]=[CH:11][C:10]([C:13]2[N:14]=[C:15]3[CH:21]=[CH:20][NH:19][C:16]3=[N:17][CH:18]=2)=[CH:9][CH:8]=1)(=[O:6])=[O:5])([CH3:3])[CH3:2].[I:22]Cl.ClCCl.CCOC(C)=O. The catalyst is N1C=CC=CC=1. The product is [I:22][C:21]1[C:15]2[C:16](=[N:17][CH:18]=[C:13]([C:10]3[CH:9]=[CH:8][C:7]([S:4]([CH:1]([CH3:3])[CH3:2])(=[O:6])=[O:5])=[CH:12][CH:11]=3)[N:14]=2)[NH:19][CH:20]=1. The yield is 0.468.